This data is from Full USPTO retrosynthesis dataset with 1.9M reactions from patents (1976-2016). The task is: Predict the reactants needed to synthesize the given product. Given the product [CH3:10][O:11][C:12](=[O:21])[C:13]1[CH:18]=[CH:17][CH:16]=[C:15]([CH2:19][O:8][C:5]2[CH:6]=[CH:7][C:2]([Br:1])=[CH:3][C:4]=2[F:9])[CH:14]=1, predict the reactants needed to synthesize it. The reactants are: [Br:1][C:2]1[CH:7]=[CH:6][C:5]([OH:8])=[C:4]([F:9])[CH:3]=1.[CH3:10][O:11][C:12](=[O:21])[C:13]1[CH:18]=[CH:17][CH:16]=[C:15]([CH2:19]Br)[CH:14]=1.C(=O)([O-])[O-].[K+].[K+].CN(C=O)C.